From a dataset of Full USPTO retrosynthesis dataset with 1.9M reactions from patents (1976-2016). Predict the reactants needed to synthesize the given product. Given the product [CH2:64]([NH:69][C:19](=[O:21])[CH2:18][N:14]1[CH:15]=[CH:16][CH:17]=[C:12]([NH:11][C:9](=[O:10])[O:8][CH2:1][C:2]2[CH:3]=[CH:4][CH:5]=[CH:6][CH:7]=2)[C:13]1=[O:22])[CH2:65][CH:66]([CH3:68])[CH3:67], predict the reactants needed to synthesize it. The reactants are: [CH2:1]([O:8][C:9]([NH:11][C:12]1[C:13](=[O:22])[N:14]([CH2:18][C:19]([OH:21])=O)[CH:15]=[CH:16][CH:17]=1)=[O:10])[C:2]1[CH:7]=[CH:6][CH:5]=[CH:4][CH:3]=1.CN(C(ON1N=NC2C=CC=CC1=2)=[N+](C)C)C.[B-](F)(F)(F)F.C1C=CC2N(O)N=NC=2C=1.CCN(C(C)C)C(C)C.[CH2:64]([NH2:69])[CH2:65][CH:66]([CH3:68])[CH3:67].